From a dataset of Full USPTO retrosynthesis dataset with 1.9M reactions from patents (1976-2016). Predict the reactants needed to synthesize the given product. Given the product [CH3:17][O:16][C:13]1[CH:12]=[CH:11][C:10]([CH2:9][O:8][C:6]2[CH:7]=[C:2]([NH:37][C:38]3[CH:45]=[CH:44][C:41]([C:42]#[N:43])=[CH:40][CH:39]=3)[CH:3]=[C:4]([C:18]3[CH:26]=[CH:25][CH:24]=[C:23]4[C:19]=3[CH:20]=[CH:21][N:22]4[Si:27]([CH:31]([CH3:33])[CH3:32])([CH:34]([CH3:35])[CH3:36])[CH:28]([CH3:29])[CH3:30])[CH:5]=2)=[CH:15][CH:14]=1, predict the reactants needed to synthesize it. The reactants are: Br[C:2]1[CH:3]=[C:4]([C:18]2[CH:26]=[CH:25][CH:24]=[C:23]3[C:19]=2[CH:20]=[CH:21][N:22]3[Si:27]([CH:34]([CH3:36])[CH3:35])([CH:31]([CH3:33])[CH3:32])[CH:28]([CH3:30])[CH3:29])[CH:5]=[C:6]([O:8][CH2:9][C:10]2[CH:15]=[CH:14][C:13]([O:16][CH3:17])=[CH:12][CH:11]=2)[CH:7]=1.[NH2:37][C:38]1[CH:45]=[CH:44][C:41]([C:42]#[N:43])=[CH:40][CH:39]=1.